From a dataset of Forward reaction prediction with 1.9M reactions from USPTO patents (1976-2016). Predict the product of the given reaction. (1) Given the reactants [O:1]=[C:2]1[NH:6][C:5](=[O:7])[C:4](=[CH:8][C:9]2[C:18]3[C:13](=[CH:14][CH:15]=[CH:16][CH:17]=3)[C:12]([O:19][CH2:20][CH2:21][CH2:22][C:23]([OH:25])=[O:24])=[CH:11][CH:10]=2)[S:3]1.N1C=CC=CC=1.[BH4-].[Li+].Cl, predict the reaction product. The product is: [O:1]=[C:2]1[NH:6][C:5](=[O:7])[CH:4]([CH2:8][C:9]2[C:18]3[C:13](=[CH:14][CH:15]=[CH:16][CH:17]=3)[C:12]([O:19][CH2:20][CH2:21][CH2:22][C:23]([OH:25])=[O:24])=[CH:11][CH:10]=2)[S:3]1. (2) Given the reactants [C:1]([CH:3]1[CH2:6][N:5]([C:7](=[O:45])[C@H:8]([NH:12][C:13]([C:15]2[C:23]3[C:18](=[N:19][CH:20]=[C:21]([C:24]4[N:25]=[CH:26][N:27]([C:29]5[CH:34]=[C:33]([F:35])[CH:32]=[CH:31][C:30]=5[F:36])[CH:28]=4)[N:22]=3)[N:17](COCC[Si](C)(C)C)[CH:16]=2)=[O:14])[CH:9]2[CH2:11][CH2:10]2)[CH2:4]1)#[N:2].C1OCCOCCOCCOCCOCCOC1.[F-].[Cs+], predict the reaction product. The product is: [C:1]([CH:3]1[CH2:6][N:5]([C:7](=[O:45])[C@H:8]([NH:12][C:13]([C:15]2[C:23]3[C:18](=[N:19][CH:20]=[C:21]([C:24]4[N:25]=[CH:26][N:27]([C:29]5[CH:34]=[C:33]([F:35])[CH:32]=[CH:31][C:30]=5[F:36])[CH:28]=4)[N:22]=3)[NH:17][CH:16]=2)=[O:14])[CH:9]2[CH2:10][CH2:11]2)[CH2:4]1)#[N:2]. (3) Given the reactants CN(C)C(N(C)C)=S.IC.[F:11][C:12]([F:52])([F:51])[C:13]1[CH:14]=[C:15]([C:23]([CH3:50])([CH3:49])[C:24]([N:26]([C:28]2[CH:29]=[N:30][C:31]([N:42]3[CH2:46][CH2:45][CH2:44][C@H:43]3[CH2:47][OH:48])=[CH:32][C:33]=2[C:34]2[CH:39]=[CH:38][C:37]([F:40])=[CH:36][C:35]=2[CH3:41])[CH3:27])=[O:25])[CH:16]=[C:17]([C:19]([F:22])([F:21])[F:20])[CH:18]=1.[H-].[Na+].[CH3:55][N:56]([CH3:59])[CH:57]=[O:58], predict the reaction product. The product is: [F:52][C:12]([F:11])([F:51])[C:13]1[CH:14]=[C:15]([C:23]([CH3:49])([CH3:50])[C:24]([N:26]([CH3:27])[C:28]2[C:33]([C:34]3[CH:39]=[CH:38][C:37]([F:40])=[CH:36][C:35]=3[CH3:41])=[CH:32][C:31]([N:42]3[CH2:46][CH2:45][CH2:44][C@H:43]3[CH2:47][O:48][C:57](=[O:58])[N:56]([CH3:59])[CH3:55])=[N:30][CH:29]=2)=[O:25])[CH:16]=[C:17]([C:19]([F:20])([F:21])[F:22])[CH:18]=1. (4) Given the reactants C(OC(=O)[NH:7][CH2:8][C:9]1[O:10][C:11]([C:14]2[C:15]([CH3:24])=[N:16][C:17]([O:22]C)=[C:18]([CH2:20][CH3:21])[CH:19]=2)=[N:12][N:13]=1)(C)(C)C.[I-].[Na+].Cl[Si](C)(C)C.[F:33][C:34]([F:39])([F:38])[C:35]([OH:37])=[O:36], predict the reaction product. The product is: [NH2:7][CH2:8][C:9]1[O:10][C:11]([C:14]2[CH:19]=[C:18]([CH2:20][CH3:21])[C:17](=[O:22])[NH:16][C:15]=2[CH3:24])=[N:12][N:13]=1.[F:33][C:34]([F:39])([F:38])[C:35]([OH:37])=[O:36].